Dataset: Reaction yield outcomes from USPTO patents with 853,638 reactions. Task: Predict the reaction yield, written as a fraction of the theoretical maximum amount of product (1.0 means a 100% yield; for example, 0.34 means a 34% yield). The reactants are Cl[C:2]1[CH:3]=[CH:4][C:5]2[CH2:6][N:7]([CH3:19])[CH2:8][CH:9]([C:13]3[S:14][CH:15]=[C:16]([CH3:18])[N:17]=3)[O:10][C:11]=2[N:12]=1.[CH3:20][O:21][C:22]1[N:27]=[C:26]([NH2:28])[CH:25]=[CH:24][C:23]=1[N:29]1[CH:33]=[C:32]([CH3:34])[N:31]=[CH:30]1. No catalyst specified. The product is [CH3:20][O:21][C:22]1[N:27]=[C:26]([NH:28][C:2]2[CH:3]=[CH:4][C:5]3[CH2:6][N:7]([CH3:19])[CH2:8][CH:9]([C:13]4[S:14][CH:15]=[C:16]([CH3:18])[N:17]=4)[O:10][C:11]=3[N:12]=2)[CH:25]=[CH:24][C:23]=1[N:29]1[CH:33]=[C:32]([CH3:34])[N:31]=[CH:30]1. The yield is 0.200.